Dataset: Forward reaction prediction with 1.9M reactions from USPTO patents (1976-2016). Task: Predict the product of the given reaction. (1) Given the reactants [O:1]=[C:2]1[NH:8][C:7]2[CH:9]=[CH:10][CH:11]=[CH:12][C:6]=2[C:5]([C:13]2[CH:18]=[CH:17][CH:16]=[CH:15][CH:14]=2)=[N:4][CH:3]1[NH:19][C:20](=[O:29])[O:21][CH2:22][C:23]1[CH:28]=[CH:27][CH:26]=[CH:25][CH:24]=1.[H-].[Na+].[CH3:32]I.S([O-])(O)(=O)=O.[Na+], predict the reaction product. The product is: [CH3:32][N:8]1[C:7]2[CH:9]=[CH:10][CH:11]=[CH:12][C:6]=2[C:5]([C:13]2[CH:18]=[CH:17][CH:16]=[CH:15][CH:14]=2)=[N:4][CH:3]([NH:19][C:20](=[O:29])[O:21][CH2:22][C:23]2[CH:24]=[CH:25][CH:26]=[CH:27][CH:28]=2)[C:2]1=[O:1]. (2) The product is: [Si:25]([O:24][CH2:23][CH2:22][O:1][CH2:2][C@@H:3]([NH:11][C:12](=[O:18])[O:13][C:14]([CH3:15])([CH3:17])[CH3:16])[CH2:4][C:5]1[CH:10]=[CH:9][CH:8]=[CH:7][CH:6]=1)([C:28]([CH3:31])([CH3:30])[CH3:29])([CH3:27])[CH3:26]. Given the reactants [OH:1][CH2:2][C@@H:3]([NH:11][C:12](=[O:18])[O:13][C:14]([CH3:17])([CH3:16])[CH3:15])[CH2:4][C:5]1[CH:10]=[CH:9][CH:8]=[CH:7][CH:6]=1.[H-].[Na+].Br[CH2:22][CH2:23][O:24][Si:25]([C:28]([CH3:31])([CH3:30])[CH3:29])([CH3:27])[CH3:26].[NH4+].[Cl-], predict the reaction product. (3) Given the reactants Cl[C:2]1[N:9]=[C:8]([CH3:10])[CH:7]=[CH:6][C:3]=1[C:4]#[N:5].[H-].[Na+].[CH:13]([OH:16])([CH3:15])[CH3:14], predict the reaction product. The product is: [CH:13]([O:16][C:2]1[C:3]([C:4]#[N:5])=[CH:6][CH:7]=[C:8]([CH3:10])[N:9]=1)([CH3:15])[CH3:14]. (4) The product is: [CH2:1]([O:8][N:9]1[C:10]2[C:11](=[CH:17][CH:18]=[CH:19][N:20]=2)[C:12]([OH:14])=[C:27]([C:22]2[CH:23]=[CH:24][CH:25]=[CH:26][N:21]=2)[C:28]1=[O:29])[C:2]1[CH:3]=[CH:4][CH:5]=[CH:6][CH:7]=1. Given the reactants [CH2:1]([O:8][NH:9][C:10]1[N:20]=[CH:19][CH:18]=[CH:17][C:11]=1[C:12]([O:14]CC)=O)[C:2]1[CH:7]=[CH:6][CH:5]=[CH:4][CH:3]=1.[N:21]1[CH:26]=[CH:25][CH:24]=[CH:23][C:22]=1[CH2:27][C:28](OCC)=[O:29].[O-]CC.[Na+].CCO.Cl, predict the reaction product. (5) Given the reactants N1CCCCC1.FC(F)OC1C=C(C=CC=1OC(F)F)C=O.C(CC(N[C:30]1[CH:38]=[CH:37][C:36]([Br:39])=[CH:35][C:31]=1[C:32]([OH:34])=[O:33])=O)(O)=O, predict the reaction product. The product is: [Br:39][C:36]1[CH:37]=[CH:38][CH:30]=[C:31]([CH:35]=1)[C:32]([OH:34])=[O:33].